From a dataset of Reaction yield outcomes from USPTO patents with 853,638 reactions. Predict the reaction yield, written as a fraction of the theoretical maximum amount of product (1.0 means a 100% yield; for example, 0.34 means a 34% yield). (1) The yield is 0.620. The product is [Cl:8][C:6]1[N:5]=[CH:4][N:3]=[C:2]([NH:13][C:12]2[CH:14]=[CH:15][CH:16]=[C:10]([Br:9])[CH:11]=2)[CH:7]=1. The catalyst is C(O)C. The reactants are Cl[C:2]1[CH:7]=[C:6]([Cl:8])[N:5]=[CH:4][N:3]=1.[Br:9][C:10]1[CH:11]=[C:12]([CH:14]=[CH:15][CH:16]=1)[NH2:13].C(N(CC)C(C)C)(C)C.C(OCC)C. (2) The reactants are Cl[C:2]1[C:3]2[CH:24]=[CH:23][C:22](=[O:25])[N:21]([C:26]3[C:31]([F:32])=[CH:30][CH:29]=[CH:28][C:27]=3[F:33])[C:4]=2[N:5]=[C:6]([N:8]2[CH2:13][CH2:12][CH:11]([N:14]3[CH2:19][CH2:18][CH:17]([CH3:20])[CH2:16][CH2:15]3)[CH2:10][CH2:9]2)[N:7]=1.[CH3:34][C:35]1[CH:43]=[CH:42][C:38]([C:39]([OH:41])=[O:40])=[CH:37][C:36]=1B1OC(C)(C)C(C)(C)O1.C(=O)([O-])[O-].[K+].[K+]. The catalyst is O1CCOCC1.O.C1C=CC([P]([Pd]([P](C2C=CC=CC=2)(C2C=CC=CC=2)C2C=CC=CC=2)([P](C2C=CC=CC=2)(C2C=CC=CC=2)C2C=CC=CC=2)[P](C2C=CC=CC=2)(C2C=CC=CC=2)C2C=CC=CC=2)(C2C=CC=CC=2)C2C=CC=CC=2)=CC=1. The product is [F:32][C:31]1[CH:30]=[CH:29][CH:28]=[C:27]([F:33])[C:26]=1[N:21]1[C:4]2[N:5]=[C:6]([N:8]3[CH2:13][CH2:12][CH:11]([N:14]4[CH2:19][CH2:18][CH:17]([CH3:20])[CH2:16][CH2:15]4)[CH2:10][CH2:9]3)[N:7]=[C:2]([C:36]3[CH:37]=[C:38]([CH:42]=[CH:43][C:35]=3[CH3:34])[C:39]([OH:41])=[O:40])[C:3]=2[CH:24]=[CH:23][C:22]1=[O:25]. The yield is 0.680. (3) The reactants are [CH2:1]([O:8][C:9]([N:11]1[CH2:23][CH:15]2[O:16][CH2:17][CH2:18][CH2:19][C@@H:20]([CH2:21]O)[N:14]2[C:13](=[O:24])[C@@H:12]1[CH3:25])=[O:10])[C:2]1[CH:7]=[CH:6][CH:5]=[CH:4][CH:3]=1.ClN1C(=O)N(Cl)C(=O)N(Cl)C1=O.Cl.[CH2:39]1[C:41]2([CH2:46][CH2:45][NH:44][CH2:43][C@H:42]2[OH:47])[CH2:40]1.CCN(CC)CC.CC(O)=O.C(O[BH-](OC(=O)C)OC(=O)C)(=O)C.[Na+]. The catalyst is C(Cl)Cl.CC1(C)N([O])C(C)(C)CCC1. The product is [CH2:1]([O:8][C:9]([N:11]1[CH2:23][CH:15]2[O:16][CH2:17][CH2:18][CH2:19][C@@H:20]([CH2:21][N:44]3[CH2:45][CH2:46][C:41]4([CH2:39][CH2:40]4)[C@H:42]([OH:47])[CH2:43]3)[N:14]2[C:13](=[O:24])[C@@H:12]1[CH3:25])=[O:10])[C:2]1[CH:7]=[CH:6][CH:5]=[CH:4][CH:3]=1. The yield is 0.520. (4) The yield is 0.870. The product is [CH2:1]([C:3]1([CH2:11][O:12][CH3:15])[CH2:4][O:5][C:6]([CH3:9])([CH3:10])[O:7][CH2:8]1)[CH3:2]. The reactants are [CH2:1]([C:3]1([CH2:11][OH:12])[CH2:8][O:7][C:6]([CH3:10])([CH3:9])[O:5][CH2:4]1)[CH3:2].[H-].[Na+].[CH3:15]C1OCC(C)(CO)CO1.CI. The catalyst is CN(C)C=O. (5) The reactants are C(OC([N:8]1[CH2:13][CH2:12][CH:11]([C:14]2[N:35]=[CH:34][C:17]3[C:18]4[N:22]([CH2:23][CH2:24][O:25][C:16]=3[CH:15]=2)[CH:21]=[C:20]([C:26]2[N:27]([CH:31]([CH3:33])[CH3:32])[N:28]=[CH:29][N:30]=2)[N:19]=4)[CH2:10][CH2:9]1)=O)(C)(C)C.[ClH:36]. The yield is 1.00. The catalyst is C(Cl)Cl.CO.O1CCOCC1. The product is [ClH:36].[CH:31]([N:27]1[C:26]([C:20]2[N:19]=[C:18]3[N:22]([CH2:23][CH2:24][O:25][C:16]4[CH:15]=[C:14]([CH:11]5[CH2:12][CH2:13][NH:8][CH2:9][CH2:10]5)[N:35]=[CH:34][C:17]=43)[CH:21]=2)=[N:30][CH:29]=[N:28]1)([CH3:33])[CH3:32]. (6) The product is [NH2:28][C:25]1[CH:26]=[CH:27][C:22]([N:21]2[C:20](=[O:32])[C:19]3[C:14](=[CH:15][CH:16]=[CH:17][CH:18]=3)[N:13]=[C:12]2[C:8]2[CH:7]=[C:6]([CH3:33])[C:5]([O:4][CH2:3][CH2:2][OH:1])=[C:10]([CH3:11])[CH:9]=2)=[CH:23][CH:24]=1. The catalyst is Cl. The reactants are [OH:1][CH2:2][CH2:3][O:4][C:5]1[C:10]([CH3:11])=[CH:9][C:8]([C:12]2[N:21]([C:22]3[CH:27]=[CH:26][C:25]([NH:28]C(=O)C)=[CH:24][CH:23]=3)[C:20](=[O:32])[C:19]3[C:14](=[CH:15][CH:16]=[CH:17][CH:18]=3)[N:13]=2)=[CH:7][C:6]=1[CH3:33]. The yield is 0.750. (7) The reactants are C[O:2][C:3](=[O:58])[C:4]1[CH:9]=[CH:8][C:7]([O:10][CH2:11][CH2:12][O:13][C:14]2[C:19]([C:20]3[CH:25]=[CH:24][CH:23]=[C:22]([C:26]([F:29])([F:28])[F:27])[CH:21]=3)=[CH:18][C:17]([C:30](=[O:46])[NH:31][CH2:32][CH2:33][CH2:34][CH2:35][CH2:36][CH2:37][CH2:38][CH2:39][C:40]3[CH:45]=[CH:44][CH:43]=[CH:42][CH:41]=3)=[CH:16][C:15]=2[C:47]2[CH:52]=[CH:51][CH:50]=[C:49]([C:53]([F:56])([F:55])[F:54])[CH:48]=2)=[CH:6][C:5]=1[OH:57].[OH-].[Na+].Cl. The catalyst is CCO.O. The product is [OH:57][C:5]1[CH:6]=[C:7]([O:10][CH2:11][CH2:12][O:13][C:14]2[C:15]([C:47]3[CH:52]=[CH:51][CH:50]=[C:49]([C:53]([F:54])([F:55])[F:56])[CH:48]=3)=[CH:16][C:17]([C:30](=[O:46])[NH:31][CH2:32][CH2:33][CH2:34][CH2:35][CH2:36][CH2:37][CH2:38][CH2:39][C:40]3[CH:45]=[CH:44][CH:43]=[CH:42][CH:41]=3)=[CH:18][C:19]=2[C:20]2[CH:25]=[CH:24][CH:23]=[C:22]([C:26]([F:27])([F:28])[F:29])[CH:21]=2)[CH:8]=[CH:9][C:4]=1[C:3]([OH:58])=[O:2]. The yield is 0.960.